This data is from NCI-60 drug combinations with 297,098 pairs across 59 cell lines. The task is: Regression. Given two drug SMILES strings and cell line genomic features, predict the synergy score measuring deviation from expected non-interaction effect. (1) Drug 1: C1=NC2=C(N=C(N=C2N1C3C(C(C(O3)CO)O)O)F)N. Drug 2: C1=NC2=C(N=C(N=C2N1C3C(C(C(O3)CO)O)F)Cl)N. Cell line: K-562. Synergy scores: CSS=27.9, Synergy_ZIP=-3.49, Synergy_Bliss=4.48, Synergy_Loewe=-8.62, Synergy_HSA=3.55. (2) Drug 1: C1CCN(CC1)CCOC2=CC=C(C=C2)C(=O)C3=C(SC4=C3C=CC(=C4)O)C5=CC=C(C=C5)O. Drug 2: CNC(=O)C1=NC=CC(=C1)OC2=CC=C(C=C2)NC(=O)NC3=CC(=C(C=C3)Cl)C(F)(F)F. Cell line: NCI-H226. Synergy scores: CSS=15.4, Synergy_ZIP=-7.84, Synergy_Bliss=-8.72, Synergy_Loewe=-9.94, Synergy_HSA=-10.0. (3) Drug 1: C1=NC2=C(N=C(N=C2N1C3C(C(C(O3)CO)O)O)F)N. Drug 2: C1CC(=O)NC(=O)C1N2C(=O)C3=CC=CC=C3C2=O. Cell line: TK-10. Synergy scores: CSS=2.26, Synergy_ZIP=-4.21, Synergy_Bliss=-3.83, Synergy_Loewe=-6.44, Synergy_HSA=-4.53. (4) Drug 1: CC1C(C(CC(O1)OC2CC(CC3=C2C(=C4C(=C3O)C(=O)C5=C(C4=O)C(=CC=C5)OC)O)(C(=O)CO)O)N)O.Cl. Drug 2: COC1=CC(=CC(=C1O)OC)C2C3C(COC3=O)C(C4=CC5=C(C=C24)OCO5)OC6C(C(C7C(O6)COC(O7)C8=CC=CS8)O)O. Cell line: UO-31. Synergy scores: CSS=19.9, Synergy_ZIP=1.71, Synergy_Bliss=2.08, Synergy_Loewe=-5.78, Synergy_HSA=1.90. (5) Drug 1: CC1=C(N=C(N=C1N)C(CC(=O)N)NCC(C(=O)N)N)C(=O)NC(C(C2=CN=CN2)OC3C(C(C(C(O3)CO)O)O)OC4C(C(C(C(O4)CO)O)OC(=O)N)O)C(=O)NC(C)C(C(C)C(=O)NC(C(C)O)C(=O)NCCC5=NC(=CS5)C6=NC(=CS6)C(=O)NCCC[S+](C)C)O. Drug 2: CC12CCC3C(C1CCC2O)C(CC4=C3C=CC(=C4)O)CCCCCCCCCS(=O)CCCC(C(F)(F)F)(F)F. Cell line: OVCAR-8. Synergy scores: CSS=42.9, Synergy_ZIP=-13.5, Synergy_Bliss=-15.1, Synergy_Loewe=-27.7, Synergy_HSA=-9.60.